From a dataset of Forward reaction prediction with 1.9M reactions from USPTO patents (1976-2016). Predict the product of the given reaction. (1) Given the reactants [I:1][C:2]1[CH:3]=[C:4]2[C:8](=[CH:9][CH:10]=1)[NH:7][C:6](=[O:11])[C:5]2=O.[N:13]1[CH:18]=[CH:17][CH:16]=[CH:15][C:14]=1[C:19]1[S:23][C:22]([S:24]([NH:27][NH2:28])(=[O:26])=[O:25])=[CH:21][CH:20]=1, predict the reaction product. The product is: [I:1][C:2]1[CH:3]=[C:4]2[C:8](=[CH:9][CH:10]=1)[NH:7][C:6](=[O:11])[C:5]2=[N:28][NH:27][S:24]([C:22]1[S:23][C:19]([C:14]2[CH:15]=[CH:16][CH:17]=[CH:18][N:13]=2)=[CH:20][CH:21]=1)(=[O:25])=[O:26]. (2) Given the reactants Cl[CH2:2][CH2:3][C:4]([C:6]1[CH:11]=[CH:10][CH:9]=[CH:8][CH:7]=1)=[O:5].C(=O)([O-])[O-].[K+].[K+].[N:18]1([C:24]2[N:31]=[CH:30][CH:29]=[CH:28][C:25]=2[C:26]#[N:27])[CH2:23][CH2:22][NH:21][CH2:20][CH2:19]1.C(OCC)(=O)C, predict the reaction product. The product is: [O:5]=[C:4]([C:6]1[CH:11]=[CH:10][CH:9]=[CH:8][CH:7]=1)[CH2:3][CH2:2][N:21]1[CH2:22][CH2:23][N:18]([C:24]2[N:31]=[CH:30][CH:29]=[CH:28][C:25]=2[C:26]#[N:27])[CH2:19][CH2:20]1. (3) Given the reactants [O:1]=[C:2]1[C:10]2[C:5](=[CH:6][CH:7]=[CH:8][CH:9]=2)[C:4](=[O:11])[N:3]1[CH2:12][CH2:13][CH2:14][C@H:15]1[C:19](=O)[O:18][CH2:17][N:16]1[C:21]([O:23][CH2:24][C:25]1[CH:30]=[CH:29][CH:28]=[CH:27][CH:26]=1)=[O:22].[SiH](CC)(CC)CC.ClC(OC(C)(C)C)=O.Cl, predict the reaction product. The product is: [O:11]=[C:4]1[C:5]2[C:10](=[CH:9][CH:8]=[CH:7][CH:6]=2)[C:2](=[O:1])[N:3]1[CH2:12][CH2:13][CH2:14][C@H:15]([N:16]([CH3:17])[C:21](=[O:22])[O:23][CH2:24][C:25]1[CH:26]=[CH:27][CH:28]=[CH:29][CH:30]=1)[CH2:19][OH:18]. (4) Given the reactants [NH2:1][C:2]1[S:6][C:5]([C:7]([O:9][C:10]([CH3:13])([CH3:12])[CH3:11])=[O:8])=[C:4]([CH3:14])[C:3]=1[C:15]([O:17][CH2:18][CH3:19])=[O:16].[CH:20]1N=C[N:22]([C:25](N2C=NC=C2)=[O:26])[CH:21]=1.C(N(CC)CC)C.C(N)C, predict the reaction product. The product is: [CH2:21]([NH:22][C:25]([NH:1][C:2]1[S:6][C:5]([C:7]([O:9][C:10]([CH3:11])([CH3:12])[CH3:13])=[O:8])=[C:4]([CH3:14])[C:3]=1[C:15]([O:17][CH2:18][CH3:19])=[O:16])=[O:26])[CH3:20]. (5) Given the reactants [C:1]([Si:5]([CH3:45])([CH3:44])[O:6][C:7]1[CH:43]=[CH:42][C:10]2[N:11]([C:30]([C:32]3[CH:37]=[CH:36][CH:35]=[C:34]([O:38][CH2:39][CH2:40]Cl)[CH:33]=3)=[O:31])[CH2:12][CH:13]([C:16]3[CH:21]=[CH:20][CH:19]=[C:18]([O:22][Si:23]([C:26]([CH3:29])([CH3:28])[CH3:27])([CH3:25])[CH3:24])[CH:17]=3)[CH2:14][O:15][C:9]=2[CH:8]=1)([CH3:4])([CH3:3])[CH3:2].[NH:46]1[CH2:51][CH2:50][CH2:49][CH2:48][CH2:47]1.[I-].[K+], predict the reaction product. The product is: [C:1]([Si:5]([CH3:45])([CH3:44])[O:6][C:7]1[CH:43]=[CH:42][C:10]2[N:11]([C:30]([C:32]3[CH:37]=[CH:36][CH:35]=[C:34]([O:38][CH2:39][CH2:40][N:46]4[CH2:51][CH2:50][CH2:49][CH2:48][CH2:47]4)[CH:33]=3)=[O:31])[CH2:12][CH:13]([C:16]3[CH:21]=[CH:20][CH:19]=[C:18]([O:22][Si:23]([C:26]([CH3:29])([CH3:28])[CH3:27])([CH3:25])[CH3:24])[CH:17]=3)[CH2:14][O:15][C:9]=2[CH:8]=1)([CH3:4])([CH3:3])[CH3:2].